This data is from Forward reaction prediction with 1.9M reactions from USPTO patents (1976-2016). The task is: Predict the product of the given reaction. Given the reactants C[O:2][C:3](=[O:36])[CH2:4][CH2:5][C:6]1[CH:11]=[C:10]([CH3:12])[C:9]([C:13]2[NH:17][C:16]3[CH:18]=[C:19]([C:22](=[O:34])[NH:23][C:24]4[C:33]5[C:28](=[CH:29][CH:30]=[CH:31][CH:32]=5)[CH:27]=[CH:26][N:25]=4)[CH:20]=[CH:21][C:15]=3[N:14]=2)=[C:8]([CH3:35])[CH:7]=1.[OH-].[Na+].Cl, predict the reaction product. The product is: [C:24]1([NH:23][C:22]([C:19]2[CH:20]=[CH:21][C:15]3[N:14]=[C:13]([C:9]4[C:8]([CH3:35])=[CH:7][C:6]([CH2:5][CH2:4][C:3]([OH:36])=[O:2])=[CH:11][C:10]=4[CH3:12])[NH:17][C:16]=3[CH:18]=2)=[O:34])[C:33]2[C:28](=[CH:29][CH:30]=[CH:31][CH:32]=2)[CH:27]=[CH:26][N:25]=1.